From a dataset of Peptide-MHC class I binding affinity with 185,985 pairs from IEDB/IMGT. Regression. Given a peptide amino acid sequence and an MHC pseudo amino acid sequence, predict their binding affinity value. This is MHC class I binding data. (1) The binding affinity (normalized) is 0.0847. The peptide sequence is IMYDHLPGF. The MHC is HLA-B27:03 with pseudo-sequence HLA-B27:03. (2) The peptide sequence is VGSSLQSKHR. The MHC is Patr-A0301 with pseudo-sequence Patr-A0301. The binding affinity (normalized) is 0.343. (3) The peptide sequence is LEKARGSTY. The MHC is HLA-B54:01 with pseudo-sequence HLA-B54:01. The binding affinity (normalized) is 0. (4) The peptide sequence is TERQANFL. The MHC is HLA-B44:03 with pseudo-sequence HLA-B44:03. The binding affinity (normalized) is 0.317. (5) The MHC is HLA-A02:06 with pseudo-sequence HLA-A02:06. The peptide sequence is TNAEFTFQL. The binding affinity (normalized) is 0.243. (6) The peptide sequence is DFAPLILIKW. The MHC is Mamu-B17 with pseudo-sequence Mamu-B17. The binding affinity (normalized) is 0.306. (7) The peptide sequence is VTKRDESSI. The MHC is HLA-A02:03 with pseudo-sequence HLA-A02:03. The binding affinity (normalized) is 0.291. (8) The peptide sequence is QIYPGIKVR. The MHC is HLA-B45:01 with pseudo-sequence HLA-B45:01. The binding affinity (normalized) is 0.00902. (9) The peptide sequence is RENGGYWLL. The MHC is HLA-B18:01 with pseudo-sequence HLA-B18:01. The binding affinity (normalized) is 0.550. (10) The peptide sequence is TVYPKTHYV. The MHC is HLA-A01:01 with pseudo-sequence HLA-A01:01. The binding affinity (normalized) is 0.0847.